Dataset: Reaction yield outcomes from USPTO patents with 853,638 reactions. Task: Predict the reaction yield, written as a fraction of the theoretical maximum amount of product (1.0 means a 100% yield; for example, 0.34 means a 34% yield). (1) The reactants are [H-].[Na+].O1[CH2:7][CH2:6][CH2:5][CH2:4]1.[CH3:8][C:9]1[C:27]([CH3:28])=[CH:26][C:12]2[N:13]=[C:14]([S:16][CH2:17][C:18]3[CH:23]=[CH:22][CH:21]=[CH:20][C:19]=3[C:24]#[N:25])[NH:15][C:11]=2[CH:10]=1.Cl[C:30]1[CH:37]=CC(Cl)=[CH:34][C:31]=1[CH2:32]Cl. The catalyst is O. The product is [CH3:4][C:5]1[CH:37]=[CH:30][C:31]([CH3:34])=[CH:32][C:6]=1[CH2:7][N:15]1[C:11]2[CH:10]=[C:9]([CH3:8])[C:27]([CH3:28])=[CH:26][C:12]=2[N:13]=[C:14]1[S:16][CH2:17][C:18]1[CH:23]=[CH:22][CH:21]=[CH:20][C:19]=1[C:24]#[N:25]. The yield is 0.370. (2) The reactants are [F:1][C:2]([F:28])([F:27])[C:3]1[CH:4]=[C:5]([CH:24]=[CH:25][CH:26]=1)[CH2:6][NH:7][C:8](=[O:23])[C:9]1[CH:14]=[CH:13][N:12]=[C:11]([C:15]2[CH:20]=[C:19]([F:21])[CH:18]=[CH:17][C:16]=2[NH2:22])[CH:10]=1.[C:29]([O:33][C:34](=[O:48])[CH2:35][CH2:36][S:37][CH2:38][C:39]1[CH:40]=[C:41]([CH:45]=[CH:46][CH:47]=1)[C:42](O)=[O:43])([CH3:32])([CH3:31])[CH3:30].CCN=C=NCCCN(C)C.Cl. The catalyst is CN(C)C=O.CN(C)C1C=CN=CC=1. The product is [F:28][C:2]([F:1])([F:27])[C:3]1[CH:4]=[C:5]([CH:24]=[CH:25][CH:26]=1)[CH2:6][NH:7][C:8]([C:9]1[CH:14]=[CH:13][N:12]=[C:11]([C:15]2[CH:20]=[C:19]([F:21])[CH:18]=[CH:17][C:16]=2[NH:22][C:42]([C:41]2[CH:40]=[C:39]([CH:47]=[CH:46][CH:45]=2)[CH2:38][S:37][CH2:36][CH2:35][C:34]([O:33][C:29]([CH3:32])([CH3:30])[CH3:31])=[O:48])=[O:43])[CH:10]=1)=[O:23]. The yield is 0.290. (3) The product is [CH2:25]([N:27]([CH3:28])[C:22]([C:11]1[CH:10]=[C:9]([C:6]2[CH:5]=[CH:4][C:3]([C:1]#[N:2])=[CH:8][N:7]=2)[N:13]([C:14]2[N:15]=[N:16][C:17]([O:20][CH3:21])=[CH:18][CH:19]=2)[N:12]=1)=[O:23])[CH3:26]. The reactants are [C:1]([C:3]1[CH:4]=[CH:5][C:6]([C:9]2[N:13]([C:14]3[N:15]=[N:16][C:17]([O:20][CH3:21])=[CH:18][CH:19]=3)[N:12]=[C:11]([C:22](O)=[O:23])[CH:10]=2)=[N:7][CH:8]=1)#[N:2].[CH2:25]([NH:27][CH3:28])[CH3:26]. No catalyst specified. The yield is 0.910. (4) The product is [Br:1][C:2]1[CH:7]=[C:6]([F:8])[CH:5]=[C:4]([O:9][C:11]([F:17])([F:16])[C:12]([Br:13])([F:15])[F:14])[CH:3]=1. The reactants are [Br:1][C:2]1[CH:3]=[C:4]([OH:9])[CH:5]=[C:6]([F:8])[CH:7]=1.Br[C:11]([F:17])([F:16])[C:12]([F:15])([F:14])[Br:13].CS(C)=O.C([O-])([O-])=O.[Cs+].[Cs+]. The catalyst is CCCCCC.O. The yield is 0.940.